This data is from Full USPTO retrosynthesis dataset with 1.9M reactions from patents (1976-2016). The task is: Predict the reactants needed to synthesize the given product. (1) The reactants are: [CH2:1]([O:8][C:9]1[CH:14]=[CH:13][C:12]([OH:15])=[C:11]([N+:16]([O-:18])=[O:17])[CH:10]=1)[C:2]1[CH:7]=[CH:6][CH:5]=[CH:4][CH:3]=1.C([O-])([O-])=O.[K+].[K+].[Na+].[I-].Br[CH2:28][CH2:29][CH2:30][C:31]([O:33][CH2:34][CH3:35])=[O:32]. Given the product [CH2:1]([O:8][C:9]1[CH:14]=[CH:13][C:12]([O:15][CH2:28][CH2:29][CH2:30][C:31]([O:33][CH2:34][CH3:35])=[O:32])=[C:11]([N+:16]([O-:18])=[O:17])[CH:10]=1)[C:2]1[CH:3]=[CH:4][CH:5]=[CH:6][CH:7]=1, predict the reactants needed to synthesize it. (2) Given the product [F:1][C:2]1[C:3]([CH:8]2[CH2:17][CH2:16][C:15]3[C:10](=[CH:11][C:12]([NH2:20])=[C:13]([CH3:19])[CH:14]=3)[O:9]2)=[N:4][CH:5]=[CH:6][CH:7]=1, predict the reactants needed to synthesize it. The reactants are: [F:1][C:2]1[C:3]([CH:8]2[CH2:17][C:16](=O)[C:15]3[C:10](=[CH:11][C:12]([NH:20]C(=O)C)=[C:13]([CH3:19])[CH:14]=3)[O:9]2)=[N:4][CH:5]=[CH:6][CH:7]=1.C([SiH](CC)CC)C. (3) Given the product [C:22]([NH:26][C:27]([NH:21][C:19]1[N:20]=[C:15]([NH:14][C@H:5]2[C:6]3[C:11](=[CH:10][CH:9]=[C:8]([CH3:13])[CH:7]=3)[CH2:12][C@@H:4]2[CH3:3])[N:16]=[CH:17][N:18]=1)=[O:28])([CH3:25])([CH3:24])[CH3:23], predict the reactants needed to synthesize it. The reactants are: [H-].[Na+].[CH3:3][C@H:4]1[CH2:12][C:11]2[C:6](=[CH:7][C:8]([CH3:13])=[CH:9][CH:10]=2)[C@@H:5]1[NH:14][C:15]1[N:20]=[C:19]([NH2:21])[N:18]=[CH:17][N:16]=1.[C:22]([N:26]=[C:27]=[O:28])([CH3:25])([CH3:24])[CH3:23].O. (4) Given the product [NH2:8][C:6]1[CH:5]=[CH:4][C:3]([CH2:11][CH2:12][CH2:13][C:14]([NH:16][CH3:17])=[O:15])=[C:2]([F:1])[CH:7]=1, predict the reactants needed to synthesize it. The reactants are: [F:1][C:2]1[CH:7]=[C:6]([N+:8]([O-])=O)[CH:5]=[CH:4][C:3]=1[CH2:11][CH2:12][CH2:13][C:14]([NH:16][CH3:17])=[O:15].CC(O)=O. (5) Given the product [CH2:1]([C:5]1=[CH:6][N:7]([C:24]([CH3:27])([CH3:25])[CH3:26])[S:8]/[C:9]/1=[N:10]\[C:11]([C@:13]1([CH3:23])[CH2:17][CH2:16][C@H:15]([C:18]([NH:31][CH2:29][CH3:30])=[O:19])[C:14]1([CH3:21])[CH3:22])=[O:12])[CH2:2][CH2:3][CH3:4], predict the reactants needed to synthesize it. The reactants are: [CH2:1]([C:5]1=[CH:6][N:7]([C:24]([CH3:27])([CH3:26])[CH3:25])[S:8]/[C:9]/1=[N:10]\[C:11]([C@:13]1([CH3:23])[CH2:17][CH2:16][C@H:15]([C:18](O)=[O:19])[C:14]1([CH3:22])[CH3:21])=[O:12])[CH2:2][CH2:3][CH3:4].Cl.[CH2:29]([NH2:31])[CH3:30].